Predict the product of the given reaction. From a dataset of Forward reaction prediction with 1.9M reactions from USPTO patents (1976-2016). (1) Given the reactants [Br:1][C:2]1[CH:3]=[CH:4][C:5]2[C:13](=O)[C:12](=O)[C:11]3[NH:10][C:9]([CH3:16])=[C:8]([C:17]([O:19][CH2:20][CH3:21])=[O:18])[C:7]=3[C:6]=2[CH:22]=1.[CH2:23]([NH2:26])[CH2:24][NH2:25], predict the reaction product. The product is: [Br:1][C:2]1[CH:3]=[CH:4][C:5]2[C:13]3[C:12](=[N:25][CH:24]=[CH:23][N:26]=3)[C:11]3[NH:10][C:9]([CH3:16])=[C:8]([C:17]([O:19][CH2:20][CH3:21])=[O:18])[C:7]=3[C:6]=2[CH:22]=1. (2) Given the reactants [N:1](/[C:4](=[CH:9]\[C:10]1[S:14][CH:13]=[N:12][CH:11]=1)/[C:5]([O:7][CH3:8])=[O:6])=[N+]=[N-].C(Cl)Cl, predict the reaction product. The product is: [S:14]1[C:10]2[CH:9]=[C:4]([C:5]([O:7][CH3:8])=[O:6])[NH:1][C:11]=2[N:12]=[CH:13]1. (3) Given the reactants Cl.[F:2][C:3]1[CH:4]=[C:5]([CH:9]=[CH:10][CH:11]=1)[C:6]([NH2:8])=[NH:7].[CH2:12]([O:14][C:15](=[O:24])[C:16](=[CH:20]N(C)C)[C:17](=O)[CH3:18])[CH3:13], predict the reaction product. The product is: [CH2:12]([O:14][C:15]([C:16]1[C:17]([CH3:18])=[N:7][C:6]([C:5]2[CH:9]=[CH:10][CH:11]=[C:3]([F:2])[CH:4]=2)=[N:8][CH:20]=1)=[O:24])[CH3:13]. (4) Given the reactants CS(O)(=O)=O.O=P12OP3(OP(OP(O3)(O1)=O)(=O)O2)=O.[N:20]1[CH:25]=[CH:24][CH:23]=[CH:22][C:21]=1[N:26]1[C:30]([NH:31][C:32]2[CH:40]=[CH:39][CH:38]=[CH:37][C:33]=2[C:34]([OH:36])=O)=[CH:29][CH:28]=[N:27]1.[OH-].[Na+], predict the reaction product. The product is: [N:20]1[CH:25]=[CH:24][CH:23]=[CH:22][C:21]=1[N:26]1[C:30]2[NH:31][C:32]3[C:33]([C:34](=[O:36])[C:29]=2[CH:28]=[N:27]1)=[CH:37][CH:38]=[CH:39][CH:40]=3. (5) Given the reactants [CH3:1][O:2][C:3]1[CH:4]=[C:5]2[C:10](=[CH:11][C:12]=1[N+:13]([O-:15])=[O:14])[N:9]1[CH:16]=[N:17][C:18]([C:19]([O:21][CH2:22][CH3:23])=[O:20])=[C:8]1[CH2:7][CH2:6]2.C1C(=O)N([Br:31])C(=O)C1.O, predict the reaction product. The product is: [Br:31][C:16]1[N:9]2[C:10]3[C:5]([CH2:6][CH2:7][C:8]2=[C:18]([C:19]([O:21][CH2:22][CH3:23])=[O:20])[N:17]=1)=[CH:4][C:3]([O:2][CH3:1])=[C:12]([N+:13]([O-:15])=[O:14])[CH:11]=3. (6) Given the reactants CO[C:3]1[CH:30]=[CH:29][C:6]([CH2:7][NH:8][CH2:9][CH2:10][NH:11][C:12]([C:14]2[S:15][CH:16]=[CH:17][C:18]=2[NH:19][C:20]2[CH:25]=[CH:24][N:23]=[C:22]3[NH:26][CH:27]=[CH:28][C:21]=23)=[O:13])=[CH:5][CH:4]=1.[CH3:31]C1C=C(C=CC=1)C=O, predict the reaction product. The product is: [CH3:31][C:4]1[CH:5]=[C:6]([CH:29]=[CH:30][CH:3]=1)[CH2:7][NH:8][CH2:9][CH2:10][NH:11][C:12]([C:14]1[S:15][CH:16]=[CH:17][C:18]=1[NH:19][C:20]1[CH:25]=[CH:24][N:23]=[C:22]2[NH:26][CH:27]=[CH:28][C:21]=12)=[O:13]. (7) Given the reactants C[Si](C=[N+]=[N-])(C)C.[Si:8]([O:25][C@H:26]1[CH2:30][CH2:29][N:28]([C:31]([O:33][C:34]([CH3:37])([CH3:36])[CH3:35])=[O:32])[C@@H:27]1[C:38](OC)=[O:39])([C:21]([CH3:24])([CH3:23])[CH3:22])([C:15]1[CH:20]=[CH:19][CH:18]=[CH:17][CH:16]=1)[C:9]1[CH:14]=[CH:13][CH:12]=[CH:11][CH:10]=1.CO, predict the reaction product. The product is: [Si:8]([O:25][C@H:26]1[CH2:30][CH2:29][N:28]([C:31]([O:33][C:34]([CH3:37])([CH3:36])[CH3:35])=[O:32])[C@@H:27]1[CH2:38][OH:39])([C:21]([CH3:23])([CH3:24])[CH3:22])([C:15]1[CH:16]=[CH:17][CH:18]=[CH:19][CH:20]=1)[C:9]1[CH:10]=[CH:11][CH:12]=[CH:13][CH:14]=1. (8) The product is: [CH3:15][N:16]([CH2:17][CH2:18][C:19]1[CH:24]=[CH:23][CH:22]=[CH:21][C:20]=1[OH:25])[C:2](=[S:3])[NH:1][C:4]1[CH:13]=[CH:12][CH:11]=[CH:10][C:5]=1[C:6]([O:8][CH3:9])=[O:7]. Given the reactants [N:1]([C:4]1[CH:13]=[CH:12][CH:11]=[CH:10][C:5]=1[C:6]([O:8][CH3:9])=[O:7])=[C:2]=[S:3].Br.[CH3:15][NH:16][CH2:17][CH2:18][C:19]1[CH:24]=[CH:23][CH:22]=[CH:21][C:20]=1[OH:25], predict the reaction product. (9) Given the reactants [CH3:1][C:2]1([CH3:30])[CH2:29][N:6]2[C:7]3[CH:8]=[CH:9][C:10]([NH:19][S:20]([C:23]4[CH:28]=[CH:27][CH:26]=[CH:25][CH:24]=4)(=[O:22])=[O:21])=[CH:11][C:12]=3[C:13]3(OCCC[O:14]3)[C:5]2=[N:4][CH2:3]1.CS(O)(=O)=O.[Na+].[Cl-], predict the reaction product. The product is: [CH3:1][C:2]1([CH3:30])[CH2:29][N:6]2[C:7]3[CH:8]=[CH:9][C:10]([NH:19][S:20]([C:23]4[CH:24]=[CH:25][CH:26]=[CH:27][CH:28]=4)(=[O:21])=[O:22])=[CH:11][C:12]=3[C:13](=[O:14])[C:5]2=[N:4][CH2:3]1. (10) Given the reactants Cl[CH2:2][O:3][C:4](=[O:30])[N:5]([C:14]1[CH:19]=[CH:18][C:17]([C:20](=[O:28])[C:21]2[CH:26]=[CH:25][CH:24]=[CH:23][C:22]=2[CH3:27])=[C:16]([Cl:29])[CH:15]=1)[C:6]1[CH:11]=[CH:10][C:9]([F:12])=[CH:8][C:7]=1[CH3:13].[CH3:31][CH:32]([CH3:36])[C:33]([O-:35])=[O:34].C([N+](CCCC)(CCCC)CCCC)CCC, predict the reaction product. The product is: [Cl:29][C:16]1[CH:15]=[C:14]([N:5]([C:6]2[CH:11]=[CH:10][C:9]([F:12])=[CH:8][C:7]=2[CH3:13])[C:4]([O:3][CH2:2][O:35][C:33](=[O:34])[CH:32]([CH3:36])[CH3:31])=[O:30])[CH:19]=[CH:18][C:17]=1[C:20](=[O:28])[C:21]1[CH:26]=[CH:25][CH:24]=[CH:23][C:22]=1[CH3:27].